This data is from Forward reaction prediction with 1.9M reactions from USPTO patents (1976-2016). The task is: Predict the product of the given reaction. (1) Given the reactants Cl[C:2]1[CH:7]=[C:6]([C:8]2[CH:13]=[C:12]([Cl:14])[CH:11]=[CH:10][C:9]=2[O:15][CH3:16])[N:5]=[C:4]([NH2:17])[N:3]=1.[NH2:18][C:19]1[CH:27]=[CH:26][C:22]([CH2:23][CH2:24][OH:25])=[CH:21][CH:20]=1, predict the reaction product. The product is: [NH2:17][C:4]1[N:3]=[C:2]([NH:18][C:19]2[CH:27]=[CH:26][C:22]([CH2:23][CH2:24][OH:25])=[CH:21][CH:20]=2)[CH:7]=[C:6]([C:8]2[CH:13]=[C:12]([Cl:14])[CH:11]=[CH:10][C:9]=2[O:15][CH3:16])[N:5]=1. (2) Given the reactants [Cl:1][CH2:2][C:3]1[N:4]=[C:5]([CH2:8][CH3:9])[O:6][CH:7]=1.[C:10]1([P:16]([C:23]2[CH:28]=[CH:27][CH:26]=[CH:25][CH:24]=2)[C:17]2[CH:22]=[CH:21][CH:20]=[CH:19][CH:18]=2)[CH:15]=[CH:14][CH:13]=[CH:12][CH:11]=1, predict the reaction product. The product is: [Cl-:1].[CH2:8]([C:5]1[O:6][CH:7]=[C:3]([CH2:2][P+:16]([C:17]2[CH:18]=[CH:19][CH:20]=[CH:21][CH:22]=2)([C:23]2[CH:28]=[CH:27][CH:26]=[CH:25][CH:24]=2)[C:10]2[CH:11]=[CH:12][CH:13]=[CH:14][CH:15]=2)[N:4]=1)[CH3:9].